Task: Regression. Given two drug SMILES strings and cell line genomic features, predict the synergy score measuring deviation from expected non-interaction effect.. Dataset: NCI-60 drug combinations with 297,098 pairs across 59 cell lines (1) Drug 2: C1C(C(OC1N2C=NC3=C(N=C(N=C32)Cl)N)CO)O. Synergy scores: CSS=50.5, Synergy_ZIP=-1.72, Synergy_Bliss=0.0977, Synergy_Loewe=-2.36, Synergy_HSA=1.97. Drug 1: CCC1=CC2CC(C3=C(CN(C2)C1)C4=CC=CC=C4N3)(C5=C(C=C6C(=C5)C78CCN9C7C(C=CC9)(C(C(C8N6C)(C(=O)OC)O)OC(=O)C)CC)OC)C(=O)OC.C(C(C(=O)O)O)(C(=O)O)O. Cell line: UACC62. (2) Drug 1: CCN(CC)CCCC(C)NC1=C2C=C(C=CC2=NC3=C1C=CC(=C3)Cl)OC. Drug 2: CC1C(C(CC(O1)OC2CC(CC3=C2C(=C4C(=C3O)C(=O)C5=C(C4=O)C(=CC=C5)OC)O)(C(=O)CO)O)N)O.Cl. Cell line: OVCAR3. Synergy scores: CSS=31.0, Synergy_ZIP=-3.56, Synergy_Bliss=-5.21, Synergy_Loewe=-9.37, Synergy_HSA=-4.94. (3) Drug 1: CC1OCC2C(O1)C(C(C(O2)OC3C4COC(=O)C4C(C5=CC6=C(C=C35)OCO6)C7=CC(=C(C(=C7)OC)O)OC)O)O. Drug 2: CCC1(C2=C(COC1=O)C(=O)N3CC4=CC5=C(C=CC(=C5CN(C)C)O)N=C4C3=C2)O.Cl. Cell line: LOX IMVI. Synergy scores: CSS=45.8, Synergy_ZIP=-5.46, Synergy_Bliss=-3.63, Synergy_Loewe=0.206, Synergy_HSA=1.54. (4) Drug 1: CC12CCC(CC1=CCC3C2CCC4(C3CC=C4C5=CN=CC=C5)C)O. Drug 2: CNC(=O)C1=NC=CC(=C1)OC2=CC=C(C=C2)NC(=O)NC3=CC(=C(C=C3)Cl)C(F)(F)F. Cell line: A549. Synergy scores: CSS=20.8, Synergy_ZIP=-0.226, Synergy_Bliss=0.960, Synergy_Loewe=-6.09, Synergy_HSA=0.546. (5) Drug 1: C1=C(C(=O)NC(=O)N1)N(CCCl)CCCl. Drug 2: CC1CCC2CC(C(=CC=CC=CC(CC(C(=O)C(C(C(=CC(C(=O)CC(OC(=O)C3CCCCN3C(=O)C(=O)C1(O2)O)C(C)CC4CCC(C(C4)OC)OCCO)C)C)O)OC)C)C)C)OC. Cell line: SK-MEL-5. Synergy scores: CSS=38.7, Synergy_ZIP=8.60, Synergy_Bliss=8.83, Synergy_Loewe=6.94, Synergy_HSA=9.77.